Task: Predict the product of the given reaction.. Dataset: Forward reaction prediction with 1.9M reactions from USPTO patents (1976-2016) Given the reactants Br[C:2]1[C:3]2[N:4]([N:8]=[C:9]([Cl:11])[N:10]=2)[CH:5]=[CH:6][CH:7]=1.[CH2:12]([O:16][C:17]1[CH:22]=[CH:21][CH:20]=[CH:19][C:18]=1B(O)O)[CH:13]([CH3:15])[CH3:14], predict the reaction product. The product is: [Cl:11][C:9]1[N:10]=[C:3]2[C:2]([C:22]3[CH:21]=[CH:20][CH:19]=[CH:18][C:17]=3[O:16][CH2:12][CH:13]([CH3:15])[CH3:14])=[CH:7][CH:6]=[CH:5][N:4]2[N:8]=1.